From a dataset of Experimentally validated miRNA-target interactions with 360,000+ pairs, plus equal number of negative samples. Binary Classification. Given a miRNA mature sequence and a target amino acid sequence, predict their likelihood of interaction. (1) The miRNA is mmu-miR-1188-5p with sequence UGGUGUGAGGUUGGGCCAGGA. The protein sequence of the target gene is MEPLQQQQQQQQQKQPQQPLLQMDAREKQGPQTRESQFLYASKLGTQPALLSITPGRPSGSSVLGPLARVPPATPVARMSEQSNVNSEPEEEEGGLEDEDGDDDVAEVAEKEAQAASKYFHMQKVTRQEPRATPMSSLLPVPGLSPQGQQTKEDHTKDASKAPPSVPTAGQPSWSLDEQLKQNGALAWSDDADGGRGREISRDFAKLYELDGDPERKEFLDDLFIFMQKRGTPINRIPIMAKQILDLYMLYKLVTEKGGLVEIINKKIWREITKGLNLPTSITSAAFTLRTQYMKYLYAY.... Result: 0 (no interaction). (2) The miRNA is hsa-miR-6820-3p with sequence UGUGACUUCUCCCCUGCCACAG. The protein sequence of the target gene is MEGVSALLASCPTAGLAGGLGVTACAAAGVVLYRIARRVKPTHTMVNCWFCNHDTLVPYGNRNCWDCPHCEQYNGFQENGDYNKPIPAQYMEHLNHVVSSVPSPRDPAQPQQWVSSQVLLCRRCSHHQTTKIKQLAAFTPREEGRYDEEIEVYRHHLEQMYKLCRPCQAAVEYYIKHQNRQLRALLLSHQFRRREADQAHGQSFSSSAVKAPFQVILLRALAFLACAFLLFTTLYGPSEPFTPGAALPPALPPGGNSSAASDNTTSQAEGWQQLLGLLPEHATEKLHEAWAFGQSHQTSI.... Result: 0 (no interaction). (3) The miRNA is hsa-miR-17-5p with sequence CAAAGUGCUUACAGUGCAGGUAG. The protein sequence of the target gene is MSVVGIDLGFLNCYIAVARSGGIETIANEYSDRCTPACISLGSRTRAIGNAAKSQIVTNVRNTIHGFKKLHGRSFDDPIVQTERIRLPYELQKMPNGSAGVKVRYLEEERPFAIEQVTGMLLAKLKETSENALKKPVADCVISIPSFFTDAERRSVMAAAQVAGLNCLRLMNETTAVALAYGIYKQDLPPLDEKPRNVVFIDMGHSAYQVLVCAFNKGKLKVLATTFDPYLGGRNFDEALVDYFCDEFKTKYKINVKENSRALLRLYQECEKLKKLMSANASDLPLNIECFMNDLDVSSK.... Result: 1 (interaction). (4) The miRNA is hsa-miR-3617-3p with sequence CAUCAGCACCCUAUGUCCUUUCU. The protein sequence of the target gene is MASVPAEAETRQRLLRTVKKEVKQIMEEAVTRKFVHEDSSHIISFCAAVEACVLHGLRRRAAGFLRSNKIAALFMKVGKGFPPAEELSRKVQELEQLIESARNQIQGLQENVRKLPKLPNLSPLAIKHLWIRTALFGRVLDKIVHYLVENSSKYYEKEALLMDPVDGPILASLLVGPCALEYTKMKTADHFWTDPSADELVQRHRIHSSHLRQDSPTKRPALCIQKRHSSGSMDDRPSISARDYVESLHQDSRATLLYGKNNVLVQPRDDMEAVPGYLSLHQTADVMTLKWTPNQLMNGS.... Result: 0 (no interaction). (5) The miRNA is hsa-miR-4446-3p with sequence CAGGGCUGGCAGUGACAUGGGU. The protein sequence of the target gene is MDSGTRPVGSCCSSPAGLSREYKLVMLGAGGVGKSAMTMQFISHRFPEDHDPTIEDAYKIRIRIDDEPANLDILDTAGQAEFTAMRDQYMRAGEGFIICYSITDRRSFHEVREFKQLIYRVRRTDDTPVVLVGNKSDLKQLRQVTKEEGLALAREFSCPFFETSAAYRYYIDDVFHALVREIRRKEKEAVLAMEKKSKPKNSVWKRLKSPFRKKKDSVT. Result: 0 (no interaction). (6) The miRNA is hsa-miR-6808-5p with sequence CAGGCAGGGAGGUGGGACCAUG. The protein sequence of the target gene is MSTADALDDENTFKILVATDIHLGFMEKDAVRGNDTFVTLDEILRLAQENEVDFILLGGDLFHENKPSRKTLHTCLELLRKYCMGDRPVQFEILSDQSVNFGFSKFPWVNYQDGNLNISIPVFSIHGNHDDPTGADALCALDILSCAGFVNHFGRSMSVEKIDISPVLLQKGSTKIALYGLGSIPDERLYRMFVNKKVTMLRPKEDENSWFNLFVIHQNRSKHGSTNFIPEQFLDDFIDLVIWGHEHECKIAPTKNEQQLFYISQPGSSVVTSLSPGEAVKKHVGLLRIKGRKMNMHKIP.... Result: 1 (interaction). (7) The miRNA is hsa-miR-3116 with sequence UGCCUGGAACAUAGUAGGGACU. The protein sequence of the target gene is MRVGTWICLPGRPGRCRKQHDLGNCPEVPGIFKTLALSPGAPDMMQQPRVETDTIGAGEGPQQAVPWSAWVTRHGWVRWWVSHMPPSWIQWWSTSNWRQPLQRLLWGLEGILYLLLALMLCHALFTTGSHLLSSLWPVVAAVWRHLLPALLLLVLSALPALLFTASFLLLFSTLLSLVGLLTSMTHPGDTQDLDQ. Result: 1 (interaction). (8) The miRNA is hsa-miR-744-3p with sequence CUGUUGCCACUAACCUCAACCU. The protein sequence of the target gene is MEGSKTSNNSTMQVSFVCQRCSQPLKLDTSFKILDRVTIQELTAPLLTTAQAKPGETQEEETNSGEEPFIETPRQDGVSRRFIPPARMMSTESANSFTLIGEASDGGTMENLSRRLKVTGDLFDIMSGQTDVDHPLCEECTDTLLDQLDTQLNVTENECQNYKRCLEILEQMNEDDSEQLQMELKELALEEERLIQELEDVEKNRKIVAENLEKVQAEAERLDQEEAQYQREYSEFKRQQLELDDELKSVENQMRYAQTQLDKLKKTNVFNATFHIWHSGQFGTINNFRLGRLPSVPVEW.... Result: 0 (no interaction). (9) The miRNA is mmu-miR-452-5p with sequence UGUUUGCAGAGGAAACUGAGAC. The protein sequence of the target gene is MADPAAPTPAAPAPAQAPAPAPEAVPAPAAAPVPAPAPASDSASGPSSDSGPEAGSQRLLFSHDLVSGRYRGSVHFGLVRLIHGEDSDSEGEEEGRGSSGCSEAGGAGHEEGRASPLRRGYVRVQWYPEGVKQHVKETKLKLEDRSVVPRDVVRHMRSTDSQCGTVIDVNIDCAVKLIGTNCIIYPVNSKDLQHIWPFMYGDYIAYDCWLGKVYDLKNQIILKLSNGARCSMNTEDGAKLYDVCPHVSDSGLFFDDSYGFYPGQVLIGPAKIFSSVQWLSGVKPVLSTKSKFRVVVEEVQ.... Result: 0 (no interaction). (10) The miRNA is hsa-miR-16-5p with sequence UAGCAGCACGUAAAUAUUGGCG. The protein sequence of the target gene is MMLKGITRLISRIHKLDPGRFLHMGTQARQSIAAHLDNQVPVESPRAISRTNENDPAKHGDQHEGQHYNISPQDLETVFPHGLPPRFVMQVKTFSEACLMVRKPALELLHYLKNTSFAYPAIRYLLYGEKGTGKTLSLCHVIHFCAKQDWLILHIPDAHLWVKNCRDLLQSSYNKQRFDQPLEASTWLKNFKTTNERFLNQIKVQEKYVWNKRESTEKGSPLGEVVEQGITRVRNATDAVGIVLKELKRQSSLGMFHLLVAVDGINALWGRTTLKREDKSPIAPEELALVHNLRKMMKND.... Result: 1 (interaction).